From a dataset of Reaction yield outcomes from USPTO patents with 853,638 reactions. Predict the reaction yield, written as a fraction of the theoretical maximum amount of product (1.0 means a 100% yield; for example, 0.34 means a 34% yield). (1) The reactants are [NH2:1][C:2]1[C:3]2[N:4]([C:8]([C@@H:12]3[CH2:16][CH2:15][CH2:14][N:13]3[C:17]([O:19][CH2:20][C:21]3[CH:26]=[CH:25][CH:24]=[CH:23][CH:22]=3)=[O:18])=[N:9][C:10]=2Br)[CH:5]=[CH:6][N:7]=1.[N:27]1[CH:32]=[CH:31][CH:30]=[CH:29][C:28]=1[NH:33][C:34]([C:36]1[CH:41]=[CH:40][C:39](B(O)O)=[CH:38][CH:37]=1)=[O:35].C(=O)([O-])[O-].[K+].[K+].O. The catalyst is O1CCOCC1.[Pd](Cl)Cl.C1(P(C2C=CC=CC=2)[C-]2C=CC=C2)C=CC=CC=1.[C-]1(P(C2C=CC=CC=2)C2C=CC=CC=2)C=CC=C1.[Fe+2]. The product is [NH2:1][C:2]1[C:3]2[N:4]([C:8]([C@@H:12]3[CH2:16][CH2:15][CH2:14][N:13]3[C:17]([O:19][CH2:20][C:21]3[CH:26]=[CH:25][CH:24]=[CH:23][CH:22]=3)=[O:18])=[N:9][C:10]=2[C:39]2[CH:38]=[CH:37][C:36]([C:34](=[O:35])[NH:33][C:28]3[CH:29]=[CH:30][CH:31]=[CH:32][N:27]=3)=[CH:41][CH:40]=2)[CH:5]=[CH:6][N:7]=1. The yield is 0.770. (2) The yield is 0.590. The product is [CH3:13][O:14][C:2]1[CH:3]=[N:4][C:5]2[C:10]([CH:11]=1)=[CH:9][C:8]([NH2:12])=[CH:7][CH:6]=2. The catalyst is CO.[Cu]. The reactants are Br[C:2]1[CH:3]=[N:4][C:5]2[C:10]([CH:11]=1)=[CH:9][C:8]([NH2:12])=[CH:7][CH:6]=2.[CH3:13][O-:14].[Na+]. (3) The reactants are [NH:1]1[CH2:6][CH2:5][O:4][CH2:3][CH2:2]1.[Cl:7][C:8]1[N:13]=[C:12](Cl)[CH:11]=[C:10]([C:15]2[CH:20]=[CH:19][C:18]([F:21])=[CH:17][CH:16]=2)[N:9]=1.CCN(C(C)C)C(C)C. The catalyst is CO. The product is [Cl:7][C:8]1[N:13]=[C:12]([N:1]2[CH2:6][CH2:5][O:4][CH2:3][CH2:2]2)[CH:11]=[C:10]([C:15]2[CH:20]=[CH:19][C:18]([F:21])=[CH:17][CH:16]=2)[N:9]=1. The yield is 0.710. (4) The reactants are [C:1](Cl)(Cl)=[O:2].[Br:5][C:6]1[N:11]=[CH:10][C:9]([NH2:12])=[C:8]([NH:13][C:14]([CH3:25])([CH3:24])[CH2:15][O:16][Si:17]([C:20]([CH3:23])([CH3:22])[CH3:21])([CH3:19])[CH3:18])[CH:7]=1.C(N(CC)CC)C. The product is [Br:5][C:6]1[N:11]=[CH:10][C:9]2[NH:12][C:1](=[O:2])[N:13]([C:14]([CH3:25])([CH3:24])[CH2:15][O:16][Si:17]([C:20]([CH3:23])([CH3:22])[CH3:21])([CH3:18])[CH3:19])[C:8]=2[CH:7]=1. The catalyst is O1CCCC1.O. The yield is 0.990.